Dataset: Full USPTO retrosynthesis dataset with 1.9M reactions from patents (1976-2016). Task: Predict the reactants needed to synthesize the given product. Given the product [O:1]1[C:5]2[CH:6]=[CH:7][C:8]([CH2:10][C:12]3[S:13][CH:14]=[CH:15][N:16]=3)=[CH:9][C:4]=2[CH:3]=[CH:2]1, predict the reactants needed to synthesize it. The reactants are: [O:1]1[C:5]2[CH:6]=[CH:7][C:8]([CH:10]([C:12]3[S:13][CH:14]=[CH:15][N:16]=3)O)=[CH:9][C:4]=2[CH:3]=[CH:2]1.C([SiH](CC)CC)C.FC(F)(F)C(O)=O.